Task: Predict the product of the given reaction.. Dataset: Forward reaction prediction with 1.9M reactions from USPTO patents (1976-2016) (1) Given the reactants [Br:1][C:2]1[C:3]([NH:9][CH2:10][CH2:11][CH2:12][NH:13][S:14]([C:17]2[CH:22]=[CH:21][CH:20]=[C:19]([N+:23]([O-])=O)[CH:18]=2)(=[O:16])=[O:15])=[N:4][C:5]([Cl:8])=[N:6][CH:7]=1.[OH-].[Na+], predict the reaction product. The product is: [NH2:23][C:19]1[CH:18]=[C:17]([S:14]([NH:13][CH2:12][CH2:11][CH2:10][NH:9][C:3]2[C:2]([Br:1])=[CH:7][N:6]=[C:5]([Cl:8])[N:4]=2)(=[O:15])=[O:16])[CH:22]=[CH:21][CH:20]=1. (2) Given the reactants [Cl:1][C:2]1[CH:3]=[C:4]([S:9]([N:12]([CH2:23][P:24](=[O:41])([O:33]CC2C=CC=CC=2)[O:25]CC2C=CC=CC=2)[C:13]2[CH:22]=[CH:21][C:20]3[C:15](=[CH:16][CH:17]=[CH:18][CH:19]=3)[CH:14]=2)(=[O:11])=[O:10])[CH:5]=[C:6]([Cl:8])[CH:7]=1, predict the reaction product. The product is: [Cl:1][C:2]1[CH:3]=[C:4]([S:9]([N:12]([CH2:23][P:24](=[O:25])([OH:33])[OH:41])[C:13]2[CH:22]=[CH:21][C:20]3[C:15](=[CH:16][CH:17]=[CH:18][CH:19]=3)[CH:14]=2)(=[O:11])=[O:10])[CH:5]=[C:6]([Cl:8])[CH:7]=1. (3) Given the reactants C([O:20][CH2:21][C@H:22]1[O:36][C@H:26]([O:27][C:28](=[O:35])[C:29]2[CH:34]=[CH:33][CH:32]=[CH:31][CH:30]=2)[C@@H:25]([O:37][C:38](=[O:45])[C:39]2[CH:44]=[CH:43][CH:42]=[CH:41][CH:40]=2)[C@@H:24]([O:46][C:47](=[O:54])[C:48]2[CH:53]=[CH:52][CH:51]=[CH:50][CH:49]=2)[C@@H:23]1[O:55][C:56](=[O:63])[C:57]1[CH:62]=[CH:61][CH:60]=[CH:59][CH:58]=1)(C1C=CC=CC=1)(C1C=CC=CC=1)C1C=CC=CC=1.OS(O)(=O)=O, predict the reaction product. The product is: [C:28]([O:27][C@H:26]1[O:36][C@H:22]([CH2:21][OH:20])[C@@H:23]([O:55][C:56](=[O:63])[C:57]2[CH:58]=[CH:59][CH:60]=[CH:61][CH:62]=2)[C@H:24]([O:46][C:47](=[O:54])[C:48]2[CH:53]=[CH:52][CH:51]=[CH:50][CH:49]=2)[C@@H:25]1[O:37][C:38](=[O:45])[C:39]1[CH:40]=[CH:41][CH:42]=[CH:43][CH:44]=1)(=[O:35])[C:29]1[CH:30]=[CH:31][CH:32]=[CH:33][CH:34]=1.